Dataset: Reaction yield outcomes from USPTO patents with 853,638 reactions. Task: Predict the reaction yield, written as a fraction of the theoretical maximum amount of product (1.0 means a 100% yield; for example, 0.34 means a 34% yield). (1) The reactants are [I:1][C:2]1[CH:3]=[CH:4][C:5]([N:8]2[C:12](=[O:13])[CH2:11][C:10]([CH3:15])([CH3:14])[C:9]2=[O:16])=[N:6][CH:7]=1.CO.[BH4-].[Na+]. The catalyst is C1COCC1. The product is [OH:16][CH:9]1[N:8]([C:5]2[CH:4]=[CH:3][C:2]([I:1])=[CH:7][N:6]=2)[C:12](=[O:13])[CH2:11][C:10]1([CH3:15])[CH3:14]. The yield is 0.460. (2) The reactants are C(Cl)(=O)C.[CH2:5]([O:12][C:13]([NH:15][C@H:16]([CH2:25][OH:26])[CH2:17][C:18]([O:20][C:21](C)(C)[CH3:22])=[O:19])=[O:14])[C:6]1[CH:11]=[CH:10][CH:9]=[CH:8][CH:7]=1. The catalyst is C(O)C. The product is [CH2:5]([O:12][C:13]([NH:15][C@H:16]([CH2:25][OH:26])[CH2:17][C:18]([O:20][CH2:21][CH3:22])=[O:19])=[O:14])[C:6]1[CH:7]=[CH:8][CH:9]=[CH:10][CH:11]=1.[O:20]=[C:18]1[O:26][CH2:25][C@@H:16]([NH:15][C:13](=[O:14])[O:12][CH2:5][C:6]2[CH:7]=[CH:8][CH:9]=[CH:10][CH:11]=2)[CH2:17]1. The yield is 0.320.